This data is from Forward reaction prediction with 1.9M reactions from USPTO patents (1976-2016). The task is: Predict the product of the given reaction. (1) Given the reactants [CH3:1][O:2][C:3]1[CH:4]=[C:5]2[O:9][C:8]([C:10]3[N:11]=[C:12]4[N:16]([CH:17]=3)[N:15]=[C:14]([O:18][CH3:19])[S:13]4)=[CH:7][C:6]2=[C:20]([OH:22])[CH:21]=1.O[CH2:24][C:25]1[N:26]=[C:27]([C:30]2([OH:35])[CH2:34][CH2:33][O:32][CH2:31]2)[S:28][CH:29]=1.C(P(CCCC)CCCC)CCC.N(C(N1CCCCC1)=O)=NC(N1CCCCC1)=O, predict the reaction product. The product is: [CH3:1][O:2][C:3]1[CH:21]=[C:20]([O:22][CH2:24][C:25]2[N:26]=[C:27]([C:30]3([OH:35])[CH2:34][CH2:33][O:32][CH2:31]3)[S:28][CH:29]=2)[C:6]2[CH:7]=[C:8]([C:10]3[N:11]=[C:12]4[N:16]([CH:17]=3)[N:15]=[C:14]([O:18][CH3:19])[S:13]4)[O:9][C:5]=2[CH:4]=1. (2) Given the reactants [CH2:1]([C:3]1[NH:8][C:7](=O)[CH:6]=[C:5]([C:10]2[CH:15]=[CH:14][C:13]([C:16]([F:19])([F:18])[F:17])=[CH:12][CH:11]=2)[CH:4]=1)[CH3:2].P(Cl)(Cl)([Cl:22])=O, predict the reaction product. The product is: [Cl:22][C:7]1[CH:6]=[C:5]([C:10]2[CH:15]=[CH:14][C:13]([C:16]([F:19])([F:18])[F:17])=[CH:12][CH:11]=2)[CH:4]=[C:3]([CH2:1][CH3:2])[N:8]=1. (3) Given the reactants [CH:1]1([C:4]2[CH:13]=[CH:12][CH:11]=[C:10]3[C:5]=2[CH2:6][CH2:7][N:8]2[C:18](=[O:19])[CH2:17][N:16]=[C:15]([N:20]4[CH:24]=[C:23]([CH2:25][OH:26])[N:22]=[CH:21]4)[CH:14]=[C:9]23)[CH2:3][CH2:2]1.CC1(C)C2C=CC=CC=2I([C:37]([F:40])([F:39])[F:38])O1, predict the reaction product. The product is: [CH:1]1([C:4]2[CH:13]=[CH:12][CH:11]=[C:10]3[C:5]=2[CH2:6][CH2:7][N:8]2[C:18](=[O:19])[CH2:17][N:16]=[C:15]([N:20]4[CH:24]=[C:23]([CH2:25][O:26][C:37]([F:40])([F:39])[F:38])[N:22]=[CH:21]4)[CH:14]=[C:9]23)[CH2:3][CH2:2]1. (4) Given the reactants C([O:3][C:4](=[O:33])[C:5]1[CH:10]=[CH:9][CH:8]=[C:7]([N:11]2[C:15](C)=[CH:14][CH:13]=[C:12]2[C:17]2[CH:22]=[CH:21][CH:20]=[CH:19][C:18]=2[O:23][CH2:24][C:25]2[CH:30]=[CH:29][C:28]([O:31][CH3:32])=[CH:27][CH:26]=2)[CH:6]=1)C.[OH-].[Na+], predict the reaction product. The product is: [CH3:32][O:31][C:28]1[CH:27]=[CH:26][C:25]([CH2:24][O:23][C:18]2[CH:19]=[CH:20][CH:21]=[CH:22][C:17]=2[C:12]2[N:11]([C:7]3[CH:6]=[C:5]([CH:10]=[CH:9][CH:8]=3)[C:4]([OH:33])=[O:3])[CH:15]=[CH:14][CH:13]=2)=[CH:30][CH:29]=1. (5) Given the reactants [F:1][C:2]([F:6])([F:5])[CH2:3][NH2:4].Br[CH2:8][C:9]([O:11][CH2:12][CH3:13])=[O:10].[I-].[K+], predict the reaction product. The product is: [F:1][C:2]([F:6])([F:5])[CH2:3][NH:4][CH2:8][C:9]([O:11][CH2:12][CH3:13])=[O:10]. (6) Given the reactants O[CH2:2][CH:3]([CH3:18])[CH2:4][CH2:5][NH:6][C:7]([CH:9]([NH:14][C:15](=[O:17])O)[CH2:10][CH:11]([CH3:13])[CH3:12])=[O:8].N(C(OC(C)(C)C)=O)[C@H](C(O)=[O:26])CC(C)C.O.O.ON1C2C=CC=CC=2N=N1.NCCC(C)CO.C1C=[C:58]2[C:60]([C:62]([OH:66])([OH:65])C(=O)C2=CC=1)=[O:61], predict the reaction product. The product is: [OH:26][C:3]([CH3:2])([CH3:18])[CH2:4][CH2:5][NH:6][C:7](=[O:8])[C@@H:9]([NH:14][C:15]([C@H:58]1[O:61][C@@H:60]1[C:62]([OH:66])=[O:65])=[O:17])[CH2:10][CH:11]([CH3:12])[CH3:13].